Dataset: Forward reaction prediction with 1.9M reactions from USPTO patents (1976-2016). Task: Predict the product of the given reaction. (1) Given the reactants [CH:1]1([C:4]#[C:5][C:6]2[O:10][N:9]=[C:8]([CH2:11][OH:12])[CH:7]=2)[CH2:3][CH2:2]1.CC(OI1(OC(C)=O)(OC(C)=O)OC(=O)C2C=CC=CC1=2)=O, predict the reaction product. The product is: [CH:1]1([C:4]#[C:5][C:6]2[O:10][N:9]=[C:8]([CH:11]=[O:12])[CH:7]=2)[CH2:3][CH2:2]1. (2) Given the reactants [Cl-].O[NH3+:3].[C:4](=[O:7])([O-])[OH:5].[Na+].CS(C)=O.[CH2:13]([C:15]1[S:49][C:18]2[N:19]([CH2:33][C:34]3[CH:39]=[CH:38][C:37]([C:40]4[C:41]([C:46]#[N:47])=[CH:42][CH:43]=[CH:44][CH:45]=4)=[CH:36][C:35]=3[F:48])[C:20](=[O:32])[N:21]([CH2:24][CH2:25][N:26]3[CH2:31][CH2:30][O:29][CH2:28][CH2:27]3)[C:22](=[O:23])[C:17]=2[CH:16]=1)[CH3:14], predict the reaction product. The product is: [CH2:13]([C:15]1[S:49][C:18]2[N:19]([CH2:33][C:34]3[CH:39]=[CH:38][C:37]([C:40]4[CH:45]=[CH:44][CH:43]=[CH:42][C:41]=4[C:46]4[NH:3][C:4](=[O:7])[O:5][N:47]=4)=[CH:36][C:35]=3[F:48])[C:20](=[O:32])[N:21]([CH2:24][CH2:25][N:26]3[CH2:31][CH2:30][O:29][CH2:28][CH2:27]3)[C:22](=[O:23])[C:17]=2[CH:16]=1)[CH3:14]. (3) Given the reactants [CH3:1][N:2]1[C:6]([OH:7])=[C:5]([CH3:8])[C:4]([C:9]([F:12])([F:11])[F:10])=[N:3]1.C(=O)([O-])[O-].[K+].[K+].FC(F)(F)S(O[CH2:25][C:26]([F:29])([F:28])[F:27])(=O)=O.O, predict the reaction product. The product is: [CH3:1][N:2]1[C:6]([O:7][CH2:25][C:26]([F:29])([F:28])[F:27])=[C:5]([CH3:8])[C:4]([C:9]([F:11])([F:10])[F:12])=[N:3]1. (4) Given the reactants Cl[C:2]1[N:7]=[C:6]([NH:8][C:9]2[CH:19]=[CH:18][CH:17]=[CH:16][C:10]=2[O:11][CH2:12][CH2:13][C:14]#[N:15])[C:5]([Cl:20])=[CH:4][N:3]=1.[NH2:21][C:22]1[CH:23]=[CH:24][C:25]2[C:31]([CH3:33])([CH3:32])[CH2:30][CH2:29][C:28](=[O:34])[NH:27][C:26]=2[CH:35]=1, predict the reaction product. The product is: [Cl:20][C:5]1[C:6]([NH:8][C:9]2[CH:19]=[CH:18][CH:17]=[CH:16][C:10]=2[O:11][CH2:12][CH2:13][C:14]#[N:15])=[N:7][C:2]([NH:21][C:22]2[CH:23]=[CH:24][C:25]3[C:31]([CH3:32])([CH3:33])[CH2:30][CH2:29][C:28](=[O:34])[NH:27][C:26]=3[CH:35]=2)=[N:3][CH:4]=1. (5) Given the reactants [NH2:1][C:2]1[CH:3]=[C:4]([CH:16]=[CH:17][CH:18]=1)[O:5][C:6]1[CH:11]=[CH:10][N:9]=[C:8]2[NH:12][C:13](=[O:15])[NH:14][C:7]=12.[CH3:19][N:20]1[C:24]([C:25](Cl)=[O:26])=[CH:23][C:22]([CH3:28])=[N:21]1, predict the reaction product. The product is: [CH3:19][N:20]1[C:24]([C:25]([NH:1][C:2]2[CH:18]=[CH:17][CH:16]=[C:4]([O:5][C:6]3[CH:11]=[CH:10][N:9]=[C:8]4[NH:12][C:13](=[O:15])[NH:14][C:7]=34)[CH:3]=2)=[O:26])=[CH:23][C:22]([CH3:28])=[N:21]1. (6) Given the reactants [CH3:1][O:2][C:3]1[CH:4]=[C:5]([OH:9])[CH:6]=[CH:7][CH:8]=1.Cl[C:11]1[CH:12]=[CH:13][C:14]([N+:26]([O-:28])=[O:27])=[C:15]([CH2:17][NH:18][C:19](=[O:25])[O:20][C:21]([CH3:24])([CH3:23])[CH3:22])[CH:16]=1.[H-].[Na+], predict the reaction product. The product is: [C:21]([O:20][C:19](=[O:25])[NH:18][CH2:17][C:15]1[CH:16]=[C:11]([O:9][C:5]2[CH:6]=[CH:7][CH:8]=[C:3]([O:2][CH3:1])[CH:4]=2)[CH:12]=[CH:13][C:14]=1[N+:26]([O-:28])=[O:27])([CH3:24])([CH3:23])[CH3:22]. (7) Given the reactants Br[C:2]1[CH:7]=[C:6]([CH3:8])[C:5]([Br:9])=[CH:4][N:3]=1.[I-:10].[Na+].C(Cl)(=O)C, predict the reaction product. The product is: [Br:9][C:5]1[C:6]([CH3:8])=[CH:7][C:2]([I:10])=[N:3][CH:4]=1. (8) Given the reactants [C:1]([O:5][C:6](=[O:22])[C:7]1[CH:12]=[CH:11][C:10]([C:13]#[C:14][C:15]2[CH:20]=[CH:19][CH:18]=[CH:17][CH:16]=2)=[C:9](Cl)[CH:8]=1)([CH3:4])([CH3:3])[CH3:2].Cl.[S:24]1[CH:28]=[CH:27][CH:26]=[C:25]1[CH2:29][NH:30][NH2:31].C([O-])([O-])=O.[Cs+].[Cs+], predict the reaction product. The product is: [C:1]([O:5][C:6]([C:7]1[CH:12]=[CH:11][C:10]2[C:9]([CH:8]=1)=[N:31][N:30]([CH2:29][C:25]1[S:24][CH:28]=[CH:27][CH:26]=1)[C:13]=2[CH2:14][C:15]1[CH:20]=[CH:19][CH:18]=[CH:17][CH:16]=1)=[O:22])([CH3:4])([CH3:3])[CH3:2]. (9) Given the reactants [NH2:1][C:2]1[CH:7]=[CH:6][CH:5]=[CH:4][C:3]=1[NH:8][C:9]([C:11]1[C:15]([NH:16][C:17](=[O:30])[C:18]2[CH:23]=[C:22]([C:24]([CH3:27])([CH3:26])[CH3:25])[CH:21]=[CH:20][C:19]=2[O:28][CH3:29])=[CH:14][NH:13][N:12]=1)=O, predict the reaction product. The product is: [NH:8]1[C:3]2[CH:4]=[CH:5][CH:6]=[CH:7][C:2]=2[N:1]=[C:9]1[C:11]1[C:15]([NH:16][C:17](=[O:30])[C:18]2[CH:23]=[C:22]([C:24]([CH3:25])([CH3:26])[CH3:27])[CH:21]=[CH:20][C:19]=2[O:28][CH3:29])=[CH:14][NH:13][N:12]=1. (10) The product is: [CH3:1][O:2][C:3](=[O:33])[CH2:4][C:5]1[CH:6]=[C:7]([C:13]2[CH:18]=[CH:17][C:16]([C:19]([F:21])([F:20])[F:22])=[CH:15][C:14]=2[CH2:23][N:24]([C:35]([O:37][CH3:38])=[O:36])[CH2:25][CH2:26][C:27]2[CH:32]=[CH:31][CH:30]=[CH:29][CH:28]=2)[C:8]([O:11][CH3:12])=[CH:9][CH:10]=1. Given the reactants [CH3:1][O:2][C:3](=[O:33])[CH2:4][C:5]1[CH:6]=[C:7]([C:13]2[CH:18]=[CH:17][C:16]([C:19]([F:22])([F:21])[F:20])=[CH:15][C:14]=2[CH2:23][NH:24][CH2:25][CH2:26][C:27]2[CH:32]=[CH:31][CH:30]=[CH:29][CH:28]=2)[C:8]([O:11][CH3:12])=[CH:9][CH:10]=1.Cl[C:35]([O:37][CH3:38])=[O:36], predict the reaction product.